From a dataset of Full USPTO retrosynthesis dataset with 1.9M reactions from patents (1976-2016). Predict the reactants needed to synthesize the given product. Given the product [F:8][C:6]1[CH:5]=[C:4]([S:9]([C:12]2[CH:13]=[C:14]3[C:18](=[CH:19][CH:20]=2)[NH:17][N:16]=[C:15]3[NH:40][C:41](=[O:68])[C:42]2[CH:47]=[CH:46][C:45]([N:48]3[CH2:49][CH2:50][N:51]([CH3:54])[CH2:52][CH2:53]3)=[CH:44][C:43]=2[N:55]([CH:62]2[CH2:67][CH2:66][O:65][CH2:64][CH2:63]2)[C:56](=[O:61])[C:57]([F:59])([F:60])[F:58])(=[O:10])=[O:11])[CH:3]=[C:2]([F:1])[CH:7]=1, predict the reactants needed to synthesize it. The reactants are: [F:1][C:2]1[CH:3]=[C:4]([S:9]([C:12]2[CH:13]=[C:14]3[C:18](=[CH:19][CH:20]=2)[N:17](C(C2C=CC=CC=2)(C2C=CC=CC=2)C2C=CC=CC=2)[N:16]=[C:15]3[NH:40][C:41](=[O:68])[C:42]2[CH:47]=[CH:46][C:45]([N:48]3[CH2:53][CH2:52][N:51]([CH3:54])[CH2:50][CH2:49]3)=[CH:44][C:43]=2[N:55]([CH:62]2[CH2:67][CH2:66][O:65][CH2:64][CH2:63]2)[C:56](=[O:61])[C:57]([F:60])([F:59])[F:58])(=[O:11])=[O:10])[CH:5]=[C:6]([F:8])[CH:7]=1.Cl.